Dataset: TCR-epitope binding with 47,182 pairs between 192 epitopes and 23,139 TCRs. Task: Binary Classification. Given a T-cell receptor sequence (or CDR3 region) and an epitope sequence, predict whether binding occurs between them. Result: 1 (the TCR binds to the epitope). The TCR CDR3 sequence is CASSLPGAGGDQPQHF. The epitope is EPLPQGQLTAY.